Dataset: Forward reaction prediction with 1.9M reactions from USPTO patents (1976-2016). Task: Predict the product of the given reaction. (1) The product is: [N:1]([C@@H:14]([CH2:11][CH2:12][CH3:13])[C@H:15]([OH:16])[C:17]([OH:19])=[O:18])=[N+:2]=[N-:3]. Given the reactants [N-:1]=[N+:2]=[N-:3].[Na+].[O-]S([O-])(=O)=O.[Mg+2].[CH2:11]([C@H:14]1[O:16][C@@H:15]1[C:17]([OH:19])=[O:18])[CH2:12][CH3:13].[OH-].[Na+].Cl, predict the reaction product. (2) The product is: [O:40]=[C:21]1[C:22]2([C:32]3=[CH:33][C:34]4[O:38][CH2:37][O:36][C:35]=4[CH:39]=[C:31]3[O:30][CH2:29]2)[C:23]2[C:28](=[CH:27][CH:26]=[CH:25][CH:24]=2)[N:20]1[CH2:2][C:3]1[NH:8][C:7](=[O:9])[NH:6][C:5](=[O:10])[CH:4]=1. Given the reactants Cl[CH2:2][C:3]1[NH:8][C:7](=[O:9])[NH:6][C:5](=[O:10])[CH:4]=1.Br.BrCC1C=CC=CN=1.[NH:20]1[C:28]2[C:23](=[CH:24][CH:25]=[CH:26][CH:27]=2)[C:22]2([C:32]3=[CH:33][C:34]4[O:38][CH2:37][O:36][C:35]=4[CH:39]=[C:31]3[O:30][CH2:29]2)[C:21]1=[O:40].FC1C2OCCOC=2C=C2OCC3(C4C(=CC=CC=4)NC3=O)C=12, predict the reaction product.